From a dataset of NCI-60 drug combinations with 297,098 pairs across 59 cell lines. Regression. Given two drug SMILES strings and cell line genomic features, predict the synergy score measuring deviation from expected non-interaction effect. Drug 1: CC1OCC2C(O1)C(C(C(O2)OC3C4COC(=O)C4C(C5=CC6=C(C=C35)OCO6)C7=CC(=C(C(=C7)OC)O)OC)O)O. Drug 2: C1CCC(CC1)NC(=O)N(CCCl)N=O. Cell line: RXF 393. Synergy scores: CSS=35.4, Synergy_ZIP=0.967, Synergy_Bliss=5.52, Synergy_Loewe=3.96, Synergy_HSA=9.06.